From a dataset of Full USPTO retrosynthesis dataset with 1.9M reactions from patents (1976-2016). Predict the reactants needed to synthesize the given product. (1) Given the product [CH3:1][O:2][C:3](=[O:19])[CH2:4][CH2:5][C:6]1[CH:11]=[CH:10][C:9]([O:12][CH2:13][CH2:14][C@@H:15]([O:17][S:28]([CH3:27])(=[O:30])=[O:29])[CH3:16])=[CH:8][C:7]=1[CH3:18], predict the reactants needed to synthesize it. The reactants are: [CH3:1][O:2][C:3](=[O:19])[CH2:4][CH2:5][C:6]1[CH:11]=[CH:10][C:9]([O:12][CH2:13][CH2:14][C@@H:15]([OH:17])[CH3:16])=[CH:8][C:7]=1[CH3:18].CCN(CC)CC.[CH3:27][S:28](Cl)(=[O:30])=[O:29]. (2) Given the product [CH3:6][O:7][C:8](=[O:34])/[CH:9]=[CH:10]/[C:11]1[CH:12]=[C:13]2[C:30](=[CH:31][CH:32]=1)[O:29][C:16]1([CH2:17][CH2:18][N:19]([C:22](=[O:23])[NH:3][CH2:1][CH3:2])[CH2:20][CH2:21]1)[CH2:15][C:14]2=[O:33], predict the reactants needed to synthesize it. The reactants are: [CH2:1]([N:3]=C=O)[CH3:2].[CH3:6][O:7][C:8](=[O:34])/[CH:9]=[CH:10]/[C:11]1[CH:12]=[C:13]2[C:30](=[CH:31][CH:32]=1)[O:29][C:16]1([CH2:21][CH2:20][N:19]([C:22](OC(C)(C)C)=[O:23])[CH2:18][CH2:17]1)[CH2:15][C:14]2=[O:33]. (3) Given the product [CH3:1][O:2][C:3]1[CH:4]=[C:5]2[C:10](=[CH:11][C:12]=1[O:13][CH2:14][CH2:15][O:16][CH3:17])[N:9]=[CH:8][N:7]=[C:6]2[NH:18][C:19]1[C:20]([CH:22]=[C:23]([S:33][C:27]2[CH:32]=[CH:31][CH:30]=[CH:29][CH:28]=2)[C:24](=[O:26])[CH:25]=1)=[O:21], predict the reactants needed to synthesize it. The reactants are: [CH3:1][O:2][C:3]1[CH:4]=[C:5]2[C:10](=[CH:11][C:12]=1[O:13][CH2:14][CH2:15][O:16][CH3:17])[N:9]=[CH:8][N:7]=[C:6]2[NH:18][C:19]1[C:20]([CH:22]=[CH:23][C:24](=[O:26])[CH:25]=1)=[O:21].[C:27]1([SH:33])[CH:32]=[CH:31][CH:30]=[CH:29][CH:28]=1.C(C1C(=O)C(Cl)=C(Cl)C(=O)C=1C#N)#N.C(Cl)Cl. (4) Given the product [CH2:1]([O:3][C:4]1[CH:5]=[C:6]([C:10]2[CH:15]=[CH:14][C:13]([CH:16]3[N:20]([C:21]4[CH:26]=[CH:25][CH:24]=[CH:23][C:22]=4[F:27])[N:19]=[C:18]([C:28]([Cl:33])=[O:30])[CH2:17]3)=[CH:12][CH:11]=2)[CH:7]=[CH:8][CH:9]=1)[CH3:2], predict the reactants needed to synthesize it. The reactants are: [CH2:1]([O:3][C:4]1[CH:5]=[C:6]([C:10]2[CH:15]=[CH:14][C:13]([CH:16]3[N:20]([C:21]4[CH:26]=[CH:25][CH:24]=[CH:23][C:22]=4[F:27])[N:19]=[C:18]([C:28]([OH:30])=O)[CH2:17]3)=[CH:12][CH:11]=2)[CH:7]=[CH:8][CH:9]=1)[CH3:2].S(Cl)([Cl:33])=O. (5) Given the product [NH2:1][C:2]1[C:7]([C:8]#[N:9])=[C:6]([O:39][CH2:38][CH:35]2[CH2:37][CH2:36]2)[N:5]=[C:4]([C:11]([NH:13][CH2:14][CH:15]2[CH2:20][CH2:19][N:18]([CH2:21][C:22]3[S:26][C:25]([C:27]4[C:32]([F:33])=[CH:31][CH:30]=[CH:29][C:28]=4[F:34])=[N:24][CH:23]=3)[CH2:17][CH2:16]2)=[O:12])[CH:3]=1, predict the reactants needed to synthesize it. The reactants are: [NH2:1][C:2]1[C:7]([C:8]#[N:9])=[C:6](Cl)[N:5]=[C:4]([C:11]([NH:13][CH2:14][CH:15]2[CH2:20][CH2:19][N:18]([CH2:21][C:22]3[S:26][C:25]([C:27]4[C:32]([F:33])=[CH:31][CH:30]=[CH:29][C:28]=4[F:34])=[N:24][CH:23]=3)[CH2:17][CH2:16]2)=[O:12])[CH:3]=1.[CH:35]1([CH2:38][OH:39])[CH2:37][CH2:36]1.